From a dataset of Forward reaction prediction with 1.9M reactions from USPTO patents (1976-2016). Predict the product of the given reaction. (1) Given the reactants Br[C:2]1[CH:3]=[C:4]([N:8]2[CH2:13][CH2:12][N:11]([C:14]([O:16][C:17]([CH3:20])([CH3:19])[CH3:18])=[O:15])[CH2:10][CH2:9]2)[CH:5]=[N:6][CH:7]=1.[F:21][C:22]1[CH:27]=[C:26]([F:28])[CH:25]=[CH:24][C:23]=1B(O)O.C(=O)([O-])[O-].[Na+].[Na+].C1(C)C=CC=CC=1, predict the reaction product. The product is: [F:21][C:22]1[CH:27]=[C:26]([F:28])[CH:25]=[CH:24][C:23]=1[C:2]1[CH:3]=[C:4]([N:8]2[CH2:13][CH2:12][N:11]([C:14]([O:16][C:17]([CH3:20])([CH3:19])[CH3:18])=[O:15])[CH2:10][CH2:9]2)[CH:5]=[N:6][CH:7]=1. (2) Given the reactants Br[C:2]1[CH:3]=[C:4]2[C:24]([C:25]([CH3:28])([CH3:27])[CH:26]=1)=[C:7]1[CH:8]=[C:9]3[C:22](=[CH:23][C:6]1=[CH:5]2)[C:21]1[C:16](=[CH:17][CH:18]=[CH:19][CH:20]=1)[C:15]1[C:10]3=[CH:11][CH:12]=[CH:13][CH:14]=1.[C:29]1([C:61]2[CH:66]=[CH:65][CH:64]=[CH:63][CH:62]=2)[CH:34]=[CH:33][C:32]([NH:35][C:36]2[CH:48]=[CH:47][C:46]3[C:45]4[C:40](=[CH:41][CH:42]=[CH:43][CH:44]=4)[C:39]4([C:60]5[CH:59]=[CH:58][CH:57]=[CH:56][C:55]=5[C:54]5[C:49]4=[CH:50][CH:51]=[CH:52][CH:53]=5)[C:38]=3[CH:37]=2)=[CH:31][CH:30]=1.CC(C)([O-])C.[Na+], predict the reaction product. The product is: [CH:37]1[C:38]2[C:39]3([C:60]4[CH:59]=[CH:58][CH:57]=[CH:56][C:55]=4[C:54]4[C:49]3=[CH:50][CH:51]=[CH:52][CH:53]=4)[C:40]3[C:45](=[CH:44][CH:43]=[CH:42][CH:41]=3)[C:46]=2[CH:47]=[CH:48][C:36]=1[N:35]([C:32]1[CH:31]=[CH:30][C:29]([C:61]2[CH:62]=[CH:63][CH:64]=[CH:65][CH:66]=2)=[CH:34][CH:33]=1)[C:2]1[CH:3]=[C:4]2[C:24]([C:25]([CH3:28])([CH3:27])[CH:26]=1)=[C:7]1[CH:8]=[C:9]3[C:22](=[CH:23][C:6]1=[CH:5]2)[C:21]1[C:16](=[CH:17][CH:18]=[CH:19][CH:20]=1)[C:15]1[C:10]3=[CH:11][CH:12]=[CH:13][CH:14]=1. (3) Given the reactants [C-:1]1(C=O)[CH:5]=[CH:4][CH:3]=[CH:2]1.[CH-:8]1[CH:12]=[CH:11][CH:10]=[CH:9]1.[Fe+2:13].[CH2:14]([OH:16])[CH3:15].[BH4-].[Na+].[C-]1([CH2:24][OH:25])C=CC=C1.[CH-]1C=CC=C1.[Fe+2], predict the reaction product. The product is: [C-:1]1([O:16][CH2:14][CH2:15][CH2:24][OH:25])[CH:2]=[CH:3][CH:4]=[CH:5]1.[CH-:8]1[CH:12]=[CH:11][CH:10]=[CH:9]1.[Fe+2:13]. (4) Given the reactants C([O:8][C:9]1[CH:10]=[N:11][CH:12]=[C:13]([O:24]CC2C=CC=CC=2)[C:14]=1[CH2:15][O:16][Si:17]([C:20]([CH3:23])([CH3:22])[CH3:21])([CH3:19])[CH3:18])C1C=CC=CC=1, predict the reaction product. The product is: [Si:17]([O:16][CH2:15][C:14]1[C:9]([OH:8])=[CH:10][N:11]=[CH:12][C:13]=1[OH:24])([C:20]([CH3:23])([CH3:22])[CH3:21])([CH3:19])[CH3:18]. (5) Given the reactants [NH2:1][C:2]1[CH:7]=[CH:6][C:5]([C:8]2[S:12][C:11]([CH2:13][CH2:14][CH2:15][C:16]([O:18][CH3:19])=[O:17])=[N:10][CH:9]=2)=[CH:4][CH:3]=1.[C:20]([C:24]1[CH:32]=[CH:31][C:27]([C:28](Cl)=[O:29])=[CH:26][CH:25]=1)([CH3:23])([CH3:22])[CH3:21], predict the reaction product. The product is: [C:20]([C:24]1[CH:25]=[CH:26][C:27]([C:28]([NH:1][C:2]2[CH:3]=[CH:4][C:5]([C:8]3[S:12][C:11]([CH2:13][CH2:14][CH2:15][C:16]([O:18][CH3:19])=[O:17])=[N:10][CH:9]=3)=[CH:6][CH:7]=2)=[O:29])=[CH:31][CH:32]=1)([CH3:23])([CH3:21])[CH3:22]. (6) Given the reactants [CH2:1]([O:5][C:6]([NH:8][N:9]=[CH:10][C:11]1[CH:12]=[C:13]2[C:17](=[CH:18][CH:19]=1)[NH:16][CH:15]=[C:14]2[CH2:20][CH2:21][N:22]([CH3:24])[CH3:23])=[O:7])[CH:2]([CH3:4])[CH3:3], predict the reaction product. The product is: [CH2:1]([O:5][C:6]([NH:8][NH:9][CH2:10][C:11]1[CH:12]=[C:13]2[C:17](=[CH:18][CH:19]=1)[NH:16][CH:15]=[C:14]2[CH2:20][CH2:21][N:22]([CH3:23])[CH3:24])=[O:7])[CH:2]([CH3:4])[CH3:3]. (7) Given the reactants [CH3:1][N:2]1[C:6]([C:7]([O:9][CH3:10])=[O:8])=[C:5]([N+:11]([O-])=O)[CH:4]=[N:3]1, predict the reaction product. The product is: [NH2:11][C:5]1[CH:4]=[N:3][N:2]([CH3:1])[C:6]=1[C:7]([O:9][CH3:10])=[O:8].